Dataset: Full USPTO retrosynthesis dataset with 1.9M reactions from patents (1976-2016). Task: Predict the reactants needed to synthesize the given product. (1) Given the product [CH3:9][N:10]1[C:11]2[C:22]([OH:23])=[C:21]([O:25][CH3:26])[CH:20]=[C:13]3[CH:14]=[CH:15][N:16]=[C:17]([C:12]=23)[CH:18]=[CH:19]1.[BrH:27], predict the reactants needed to synthesize it. The reactants are: FC(F)(F)S(O)(=O)=O.[CH3:9][N:10]1[CH:19]=[CH:18][C:17]2[N:16]=[CH:15][CH:14]=[C:13]3[CH:20]=[C:21]([O:25][CH3:26])[C:22]([O:23]C)=[C:11]1[C:12]=23.[BrH:27]. (2) Given the product [OH:25][CH:13]([C:14](=[O:24])[NH:15][C@H:16]([C:18]1[CH:19]=[CH:20][CH:21]=[CH:22][CH:23]=1)[CH3:17])[C@@H:8]([NH:7][C:6]([C@@H:53]([NH:57][C:58]([C@@H:59]([NH:61][C:62]([C:64]1[CH2:65][C:66]2[C:71]([C:72]=1[CH3:73])=[CH:70][CH:69]=[CH:68][CH:67]=2)=[O:63])[CH3:60])=[O:74])[CH2:52][C:45]1[C:46]2[C:51](=[CH:50][CH:49]=[CH:48][CH:47]=2)[NH:43][CH:44]=1)=[O:26])[CH2:9][CH2:10][CH2:11][CH3:12], predict the reactants needed to synthesize it. The reactants are: C(O[C:6](=[O:26])[NH:7][C@H:8]([CH:13]([OH:25])[C:14](=[O:24])[NH:15][C@H:16]([C:18]1[CH:23]=[CH:22][CH:21]=[CH:20][CH:19]=1)[CH3:17])[CH2:9][CH2:10][CH2:11][CH3:12])(C)(C)C.FC(F)(F)C(O)=O.C(N(CC)C(C)C)(C)C.[NH:43]1[C:51]2[C:46](=[CH:47][CH:48]=[CH:49][CH:50]=2)[C:45]([CH2:52][C@H:53]([NH:57][C:58](=[O:74])[C@@H:59]([NH:61][C:62]([C:64]2[CH2:65][C:66]3[C:71]([C:72]=2[CH3:73])=[CH:70][CH:69]=[CH:68][CH:67]=3)=[O:63])[CH3:60])C(O)=O)=[CH:44]1.CN(C(ON1N=NC2C=CC=NC1=2)=[N+](C)C)C.F[P-](F)(F)(F)(F)F. (3) Given the product [CH:10]([O:9][C:8]1[CH:7]=[CH:6][C:5]([C:13]2[O:17][N:16]=[C:15]([C:18]3[CH:26]=[CH:25][CH:24]=[C:23]4[C:19]=3[CH2:20][CH2:21][CH:22]4[NH:27][CH:28]3[CH2:29][CH2:30][NH:31][CH2:32][CH2:33]3)[N:14]=2)=[CH:4][C:3]=1[C:1]#[N:2])([CH3:12])[CH3:11], predict the reactants needed to synthesize it. The reactants are: [C:1]([C:3]1[CH:4]=[C:5]([C:13]2[O:17][N:16]=[C:15]([C:18]3[CH:26]=[CH:25][CH:24]=[C:23]4[C:19]=3[CH2:20][CH2:21][CH:22]4[NH:27][CH:28]3[CH2:33][CH2:32][N:31](C(OC(C)(C)C)=O)[CH2:30][CH2:29]3)[N:14]=2)[CH:6]=[CH:7][C:8]=1[O:9][CH:10]([CH3:12])[CH3:11])#[N:2]. (4) Given the product [CH2:13]([N:20]([CH2:21][C:22]1[CH:27]=[CH:26][C:25]([O:28][CH3:29])=[CH:24][CH:23]=1)[S:9]([C:6]1[CH:7]=[CH:8][C:3]([C:1]#[N:2])=[CH:4][CH:5]=1)(=[O:11])=[O:10])[C:14]1[CH:15]=[CH:16][CH:17]=[CH:18][CH:19]=1, predict the reactants needed to synthesize it. The reactants are: [C:1]([C:3]1[CH:8]=[CH:7][C:6]([S:9](Cl)(=[O:11])=[O:10])=[CH:5][CH:4]=1)#[N:2].[CH2:13]([NH:20][CH2:21][C:22]1[CH:27]=[CH:26][C:25]([O:28][CH3:29])=[CH:24][CH:23]=1)[C:14]1[CH:19]=[CH:18][CH:17]=[CH:16][CH:15]=1.C(N(CC)CC)C.